Dataset: Catalyst prediction with 721,799 reactions and 888 catalyst types from USPTO. Task: Predict which catalyst facilitates the given reaction. (1) Reactant: O1CCCCC1[N:7]1[C:15]2[C:10](=[CH:11][C:12]([C:16]3[N:20]=[CH:19][N:18](C(C4C=CC=CC=4)(C4C=CC=CC=4)C4C=CC=CC=4)[N:17]=3)=[CH:13][CH:14]=2)[C:9]([C:40]2[CH:41]=[C:42]([NH:46][C:47](=[O:51])[CH2:48][CH2:49][CH3:50])[CH:43]=[CH:44][CH:45]=2)=[N:8]1.[NH:18]1[CH:19]=[N:20][C:16]([C:12]2[CH:11]=[C:10]3[C:15](=[CH:14][CH:13]=2)[NH:7][N:8]=[C:9]3[C:40]2[CH:41]=[C:42]([NH:46][C:47](=[O:51])[CH2:48][CH2:49][CH3:50])[CH:43]=[CH:44][CH:45]=2)=[N:17]1. Product: [NH:18]1[CH:19]=[N:20][C:16]([C:12]2[CH:11]=[C:10]3[C:15](=[CH:14][CH:13]=2)[NH:7][N:8]=[C:9]3[C:40]2[CH:41]=[C:42]([NH:46][C:47](=[O:51])[CH2:48][CH2:49][CH3:50])[CH:43]=[CH:44][CH:45]=2)=[N:17]1. The catalyst class is: 89. (2) Product: [CH2:1]([C:3]1[S:4][C:5]([C:14](=[O:16])[CH3:18])=[C:6]2[C:10]=1[C@@H:9]1[C:11]([CH3:12])([CH3:13])[C@@H:8]1[CH2:7]2)[CH3:2]. The catalyst class is: 27. Reactant: [CH2:1]([C:3]1[S:4][C:5]([C:14]([OH:16])=O)=[C:6]2[C:10]=1[CH:9]1[C:11]([CH3:13])([CH3:12])[CH:8]1[CH2:7]2)[CH3:2].[Li][CH3:18].